From a dataset of Full USPTO retrosynthesis dataset with 1.9M reactions from patents (1976-2016). Predict the reactants needed to synthesize the given product. (1) Given the product [NH2:1][C:2]1[N:7]=[CH:6][N:5]=[C:4]2[N:8]([CH:12]([C:14]3[O:15][C:16]4[C:21]([C:22](=[O:30])[C:23]=3[C:24]3[CH:29]=[CH:28][CH:27]=[CH:26][CH:25]=3)=[CH:20][CH:19]=[CH:18][CH:17]=4)[CH3:13])[N:9]=[C:10]([C:35]#[C:34][C:32]([OH:36])([CH3:33])[CH3:31])[C:3]=12, predict the reactants needed to synthesize it. The reactants are: [NH2:1][C:2]1[N:7]=[CH:6][N:5]=[C:4]2[N:8]([CH:12]([C:14]3[O:15][C:16]4[C:21]([C:22](=[O:30])[C:23]=3[C:24]3[CH:29]=[CH:28][CH:27]=[CH:26][CH:25]=3)=[CH:20][CH:19]=[CH:18][CH:17]=4)[CH3:13])[N:9]=[C:10](I)[C:3]=12.[CH3:31][C:32]([OH:36])([C:34]#[CH:35])[CH3:33].ClCCl. (2) Given the product [Cl:23][C:24]1[CH:25]=[C:26]([C:34]([O:1][NH:2][C:3]([C:5]2[CH:6]=[CH:7][C:8]([O:14][CH2:15][O:16][CH2:17][CH2:18][Si:19]([CH3:22])([CH3:21])[CH3:20])=[C:9]3[O:13][CH:12]=[CH:11][C:10]=23)=[NH:4])=[O:35])[CH:27]=[N:28][C:29]=1[O:30][CH:31]([CH3:33])[CH3:32], predict the reactants needed to synthesize it. The reactants are: [OH:1][NH:2][C:3]([C:5]1[CH:6]=[CH:7][C:8]([O:14][CH2:15][O:16][CH2:17][CH2:18][Si:19]([CH3:22])([CH3:21])[CH3:20])=[C:9]2[O:13][CH:12]=[CH:11][C:10]=12)=[NH:4].[Cl:23][C:24]1[CH:25]=[C:26]([C:34](O)=[O:35])[CH:27]=[N:28][C:29]=1[O:30][CH:31]([CH3:33])[CH3:32].C(Cl)CCl.C1C=CC2N(O)N=NC=2C=1. (3) Given the product [NH2:26][CH:23]1[CH2:22][CH2:21][N:20]([CH2:18][C:8]2[C:9]3[C:10](=[N:11][CH:12]=[C:13]([C:15]#[N:16])[CH:14]=3)[NH:17][C:7]=2[C:1]2[CH:6]=[CH:5][CH:4]=[CH:3][CH:2]=2)[CH2:25][CH2:24]1, predict the reactants needed to synthesize it. The reactants are: [C:1]1([C:7]2[NH:17][C:10]3=[N:11][CH:12]=[C:13]([C:15]#[N:16])[CH:14]=[C:9]3[CH:8]=2)[CH:6]=[CH:5][CH:4]=[CH:3][CH:2]=1.[CH2:18]=O.[NH:20]1[CH2:25][CH2:24][CH:23]([NH:26]C(=O)OC(C)(C)C)[CH2:22][CH2:21]1.Cl. (4) Given the product [CH3:1][O:2][C:3]([C:5]1[C:6]([OH:24])=[C:7]2[C:12](=[C:13]([CH3:25])[N:14]=1)[N:11]([CH2:16][C:17]1[CH:22]=[CH:21][CH:20]=[CH:19][CH:18]=1)[C:10](=[O:23])[CH2:9][CH2:8]2)=[O:4], predict the reactants needed to synthesize it. The reactants are: [CH3:1][O:2][C:3]([C:5]1[C:6]([OH:24])=[C:7]2[C:12](=[C:13](Br)[N:14]=1)[N:11]([CH2:16][C:17]1[CH:22]=[CH:21][CH:20]=[CH:19][CH:18]=1)[C:10](=[O:23])[CH2:9][CH2:8]2)=[O:4].[CH3:25][Sn](C)(C)C.CCOC(C)=O.Cl.